From a dataset of Full USPTO retrosynthesis dataset with 1.9M reactions from patents (1976-2016). Predict the reactants needed to synthesize the given product. (1) Given the product [CH2:1]([C:3]1[CH:4]=[N:5][C:6]([O:9][CH:10]2[CH2:15][CH2:14][CH:13]([C:18]#[N:17])[CH2:12][CH2:11]2)=[N:7][CH:8]=1)[CH3:2], predict the reactants needed to synthesize it. The reactants are: [CH2:1]([C:3]1[CH:4]=[N:5][C:6]([O:9][CH:10]2[CH2:15][CH2:14][C:13](=O)[CH2:12][CH2:11]2)=[N:7][CH:8]=1)[CH3:2].[N+:17](CS(C1C=CC(C)=CC=1)(=O)=O)#[C-:18].CC([O-])(C)C.[K+]. (2) Given the product [N:1]12[CH2:10][CH:5]3[CH2:6][CH:7]([CH2:9][CH:3]([C@@H:4]3[NH:11][C:22]([C:12]3[C:21]4[C:16](=[CH:17][CH:18]=[CH:19][CH:20]=4)[CH:15]=[CH:14][CH:13]=3)=[O:23])[CH2:2]1)[CH2:8]2, predict the reactants needed to synthesize it. The reactants are: [N:1]12[CH2:10][CH:5]3[CH2:6][CH:7]([CH2:9][CH:3]([C@@H:4]3[NH2:11])[CH2:2]1)[CH2:8]2.[C:12]1([C:22](O)=[O:23])[C:21]2[C:16](=[CH:17][CH:18]=[CH:19][CH:20]=2)[CH:15]=[CH:14][CH:13]=1.N. (3) Given the product [CH2:1]([N:3]1[C:7]([C:8]2[S:18][C:11]3[N:12]=[CH:13][N:14]=[C:15]([S:16][CH3:17])[C:10]=3[N:30]=2)=[C:6]([C:19]2[CH:20]=[CH:21][CH:22]=[CH:23][CH:24]=2)[N:5]=[CH:4]1)[CH3:2], predict the reactants needed to synthesize it. The reactants are: [CH2:1]([N:3]1[C:7]([C:8]2[S:18][C:11]3[N:12]=[CH:13][N:14]=[C:15]([S:16][CH3:17])[C:10]=3C=2)=[C:6]([C:19]2[CH:24]=[CH:23][CH:22]=[CH:21][CH:20]=2)[N:5]=[CH:4]1)[CH3:2].CSC1C2N=C(C=O)SC=2[N:30]=CN=1.CSC1C2C=C(C=O)SC=2N=CN=1.